From a dataset of Full USPTO retrosynthesis dataset with 1.9M reactions from patents (1976-2016). Predict the reactants needed to synthesize the given product. (1) Given the product [Cl:25][CH2:16][C:13]1[CH:14]=[CH:15][C:10]([C:3]2[CH:4]=[C:5]([O:8][CH3:9])[CH:6]=[CH:7][C:2]=2[F:1])=[C:11]([C:18]2[CH2:22][CH2:21][CH2:20][CH:19]=2)[CH:12]=1, predict the reactants needed to synthesize it. The reactants are: [F:1][C:2]1[CH:7]=[CH:6][C:5]([O:8][CH3:9])=[CH:4][C:3]=1[C:10]1[CH:15]=[CH:14][C:13]([CH2:16]O)=[CH:12][C:11]=1[C:18]1(OC)[CH2:22][CH2:21][CH2:20][CH2:19]1.[Cl:25]CC1C=CC(C2C(F)=CN=C(OC)C=2)=C(C2C(C)(C)CCC=2)C=1.CC1(C)C(C2C=C(CO)C=CC=2C2C(F)=CN=C(OC)C=2)=CCC1. (2) Given the product [CH2:1]([O:8][C:9](=[O:34])[CH2:10][CH:11]([S:19]([N:21]1[CH2:26][CH2:25][CH:24]([CH2:27][C:28]2[CH:29]=[CH:30][CH:31]=[CH:32][CH:33]=2)[CH2:23][CH2:22]1)(=[O:38])=[O:20])[CH2:12][C:13]1[CH:18]=[CH:17][CH:16]=[CH:15][CH:14]=1)[C:2]1[CH:3]=[CH:4][CH:5]=[CH:6][CH:7]=1, predict the reactants needed to synthesize it. The reactants are: [CH2:1]([O:8][C:9](=[O:34])[CH2:10][CH:11]([S:19]([N:21]1[CH2:26][CH2:25][CH:24]([CH2:27][C:28]2[CH:33]=[CH:32][CH:31]=[CH:30][CH:29]=2)[CH2:23][CH2:22]1)=[O:20])[CH2:12][C:13]1[CH:18]=[CH:17][CH:16]=[CH:15][CH:14]=1)[C:2]1[CH:7]=[CH:6][CH:5]=[CH:4][CH:3]=1.O.CC[O:38]C(C)=O.